From a dataset of Catalyst prediction with 721,799 reactions and 888 catalyst types from USPTO. Predict which catalyst facilitates the given reaction. Reactant: [H-].[Na+].[O:3]1[CH2:8][CH2:7][C:6]2([C:16]3[C:11](=[CH:12][CH:13]=[CH:14][CH:15]=3)[NH:10][C:9]2=[O:17])[CH2:5][CH2:4]1.Br[CH2:19][C:20]([O:22][C:23]([CH3:26])([CH3:25])[CH3:24])=[O:21]. Product: [O:17]=[C:9]1[C:6]2([CH2:7][CH2:8][O:3][CH2:4][CH2:5]2)[C:16]2[C:11](=[CH:12][CH:13]=[CH:14][CH:15]=2)[N:10]1[CH2:19][C:20]([O:22][C:23]([CH3:26])([CH3:25])[CH3:24])=[O:21]. The catalyst class is: 3.